The task is: Predict the reactants needed to synthesize the given product.. This data is from Full USPTO retrosynthesis dataset with 1.9M reactions from patents (1976-2016). Given the product [OH:25][CH:26]1[CH2:27][CH2:28][N:29]([C:32]2[CH:40]=[CH:39][C:35]([C:36]([NH:15][C:12]3[CH:13]=[CH:14][C:9]([NH:8][C:3]4[CH:2]=[CH:1][C:6]([NH:7][C:22]([N:16]5[CH2:21][CH2:20][O:19][CH2:18][CH2:17]5)=[O:23])=[CH:5][CH:4]=4)=[CH:10][CH:11]=3)=[O:37])=[CH:34][CH:33]=2)[CH2:30][CH2:31]1, predict the reactants needed to synthesize it. The reactants are: [CH:1]1[C:6]([NH2:7])=[CH:5][CH:4]=[C:3]([NH:8][C:9]2[CH:14]=[CH:13][C:12]([NH2:15])=[CH:11][CH:10]=2)[CH:2]=1.[N:16]1([C:22](Cl)=[O:23])[CH2:21][CH2:20][O:19][CH2:18][CH2:17]1.[OH:25][CH:26]1[CH2:31][CH2:30][N:29]([C:32]2[CH:40]=[CH:39][C:35]([C:36](O)=[O:37])=[CH:34][CH:33]=2)[CH2:28][CH2:27]1.